This data is from Forward reaction prediction with 1.9M reactions from USPTO patents (1976-2016). The task is: Predict the product of the given reaction. (1) Given the reactants [F:1][C:2]1[CH:28]=[C:27]([F:29])[CH:26]=[CH:25][C:3]=1[O:4][C:5]1[CH:10]=[CH:9][C:8]([CH2:11][S:12]([CH3:15])(=[O:14])=[O:13])=[CH:7][C:6]=1B1OC(C)(C)C(C)(C)O1.[Br:30][C:31]1[CH:32]=[C:33]2[C:41](I)=[CH:40][N:39]([CH3:43])[C:34]2=[C:35]([O:37][CH3:38])[N:36]=1.P([O-])([O-])([O-])=O.[K+].[K+].[K+], predict the reaction product. The product is: [Br:30][C:31]1[CH:32]=[C:33]2[C:41]([C:6]3[CH:7]=[C:8]([CH2:11][S:12]([CH3:15])(=[O:13])=[O:14])[CH:9]=[CH:10][C:5]=3[O:4][C:3]3[CH:25]=[CH:26][C:27]([F:29])=[CH:28][C:2]=3[F:1])=[CH:40][N:39]([CH3:43])[C:34]2=[C:35]([O:37][CH3:38])[N:36]=1. (2) Given the reactants [CH3:1][O:2][C:3](=[O:12])[C:4]1[CH:9]=[CH:8][CH:7]=[C:6]([NH2:10])[C:5]=1[F:11].N1C=CC=CC=1.[F:19][C:20]1[CH:25]=[CH:24][C:23]([F:26])=[CH:22][C:21]=1[S:27](Cl)(=[O:29])=[O:28], predict the reaction product. The product is: [CH3:1][O:2][C:3](=[O:12])[C:4]1[CH:9]=[CH:8][CH:7]=[C:6]([NH:10][S:27]([C:21]2[CH:22]=[C:23]([F:26])[CH:24]=[CH:25][C:20]=2[F:19])(=[O:29])=[O:28])[C:5]=1[F:11]. (3) The product is: [OH:8][CH2:9][CH2:10][C:11]1[CH:16]=[CH:15][C:14]([C:17]2[CH:18]=[CH:19][C:20]([C:23]([NH:26][C:27]([NH:29][C:30]3([CH2:38][CH2:39][CH3:40])[CH:35]4[CH2:36][CH2:37][N:32]([CH2:33][CH2:34]4)[CH2:31]3)=[O:28])([CH3:25])[CH3:24])=[CH:21][CH:22]=2)=[CH:13][CH:12]=1. Given the reactants C([O:8][CH2:9][CH2:10][C:11]1[CH:16]=[CH:15][C:14]([C:17]2[CH:22]=[CH:21][C:20]([C:23]([NH:26][C:27]([NH:29][C:30]3([CH2:38][CH2:39][CH3:40])[CH:35]4[CH2:36][CH2:37][N:32]([CH2:33][CH2:34]4)[CH2:31]3)=[O:28])([CH3:25])[CH3:24])=[CH:19][CH:18]=2)=[CH:13][CH:12]=1)C1C=CC=CC=1.Cl, predict the reaction product. (4) Given the reactants C[C:2]1[CH:7]=[CH:6][CH:5]=[C:4](C)[C:3]=1[OH:9].[P:10]([Cl:14])(Cl)(Cl)=[S:11].P(Cl)(Cl)(Cl)=O, predict the reaction product. The product is: [P:10](=[S:11])([Cl:14])([O:9][C:3]1[CH:2]=[CH:7][CH:6]=[CH:5][CH:4]=1)[O:9][C:3]1[CH:4]=[CH:5][CH:6]=[CH:7][CH:2]=1. (5) Given the reactants [Cl:1][C:2]1[CH:3]=[N:4][CH:5]=[C:6]([Cl:27])[C:7]=1[NH:8][C:9]1[N:13]([CH3:14])[C:12]2[C:15]3[CH2:16][C:17]([CH3:26])([CH3:25])[O:18][C:19]=3[C:20]([C:22](O)=[O:23])=[CH:21][C:11]=2[N:10]=1.[NH2:28][C:29]1[CH:34]=[CH:33][C:32]([C:35]([F:38])([F:37])[F:36])=[CH:31][N+:30]=1[O-].S(Cl)(Cl)=O.CCN(C(C)C)C(C)C, predict the reaction product. The product is: [Cl:1][C:2]1[CH:3]=[N:4][CH:5]=[C:6]([Cl:27])[C:7]=1[NH:8][C:9]1[N:13]([CH3:14])[C:12]2[C:15]3[CH2:16][C:17]([CH3:26])([CH3:25])[O:18][C:19]=3[C:20]([C:22]([NH:28][C:29]3[CH:34]=[CH:33][C:32]([C:35]([F:37])([F:36])[F:38])=[CH:31][N:30]=3)=[O:23])=[CH:21][C:11]=2[N:10]=1.